This data is from Peptide-MHC class I binding affinity with 185,985 pairs from IEDB/IMGT. The task is: Regression. Given a peptide amino acid sequence and an MHC pseudo amino acid sequence, predict their binding affinity value. This is MHC class I binding data. The peptide sequence is LLLNTRQLK. The MHC is HLA-A33:01 with pseudo-sequence HLA-A33:01. The binding affinity (normalized) is 0.204.